Task: Predict the reaction yield, written as a fraction of the theoretical maximum amount of product (1.0 means a 100% yield; for example, 0.34 means a 34% yield).. Dataset: Reaction yield outcomes from USPTO patents with 853,638 reactions (1) The reactants are [C:1]([O:7][CH2:8][CH3:9])(=[O:6])[CH2:2][C:3]([CH3:5])=O.[Cl:10][C:11]1[CH:18]=[CH:17][C:16]([Cl:19])=[CH:15][C:12]=1[CH:13]=O.[NH4+:20].[OH-:21]. The catalyst is CCO.C(Cl)Cl. The product is [Cl:10][C:11]1[CH:18]=[CH:17][C:16]([Cl:19])=[CH:15][C:12]=1[CH:13]1[C:2]([C:1]([O:7][CH2:8][CH3:9])=[O:6])=[C:3]([CH3:5])[NH:20][C:3]([CH3:5])=[C:2]1[C:1]([O:7][CH2:8][CH3:9])=[O:21]. The yield is 0.550. (2) The reactants are [OH:1]/[N:2]=[CH:3]/[C:4]1[CH:5]=[CH:6][C:7]2[N:8]([C:10]([CH2:13][NH:14]C(=O)OC(C)(C)C)=[N:11][N:12]=2)[N:9]=1.[CH:22]([C:24]1[CH:25]=[CH:26][C:27]2N(C(CNC(=O)OC(C)(C)C)=NN=2)N=1)=O.Cl.NO.[OH-].[Na+]. The catalyst is C1COCC1. The product is [CH:25]1([C:24]2[O:1][N:2]=[C:3]([C:4]3[CH:5]=[CH:6][C:7]4[N:8]([C:10]([CH2:13][NH2:14])=[N:11][N:12]=4)[N:9]=3)[CH:22]=2)[CH2:26][CH2:27]1. The yield is 0.470. (3) The reactants are [SH:1][C:2]1[S:3][C:4]2[CH:10]=[CH:9][CH:8]=[CH:7][C:5]=2[N:6]=1.C1C(=O)N(Cl)C(=O)C1.[C:19]1([Zn]Br)[CH:24]=[CH:23][CH:22]=[CH:21][CH:20]=1. No catalyst specified. The product is [C:19]1([S:1][C:2]2[S:3][C:4]3[CH:10]=[CH:9][CH:8]=[CH:7][C:5]=3[N:6]=2)[CH:24]=[CH:23][CH:22]=[CH:21][CH:20]=1. The yield is 0.710. (4) The reactants are [NH2:1][C@H:2]([C:4]1[CH:9]=[CH:8][C:7]([NH:10][C:11](=[O:19])[C:12]2[CH:17]=[CH:16][C:15]([F:18])=[CH:14][CH:13]=2)=[CH:6][CH:5]=1)[CH3:3].[Cl:20][C:21]1[N:30]=[C:29](Cl)[C:28]2[C:23](=[C:24]([CH3:32])[CH:25]=[CH:26][CH:27]=2)[N:22]=1. No catalyst specified. The product is [Cl:20][C:21]1[N:30]=[C:29]([NH:1][C@H:2]([C:4]2[CH:5]=[CH:6][C:7]([NH:10][C:11](=[O:19])[C:12]3[CH:17]=[CH:16][C:15]([F:18])=[CH:14][CH:13]=3)=[CH:8][CH:9]=2)[CH3:3])[C:28]2[C:23](=[C:24]([CH3:32])[CH:25]=[CH:26][CH:27]=2)[N:22]=1. The yield is 0.990. (5) The reactants are [CH3:1][Mg]Cl.[CH2:4]([C:6]1[C:14]2[C:9](=[CH:10][C:11]([C:15](N(OC)C)=[O:16])=[CH:12][CH:13]=2)[N:8]([CH2:21][O:22][CH2:23][CH2:24][Si:25]([CH3:28])([CH3:27])[CH3:26])[N:7]=1)[CH3:5]. The catalyst is O1CCCC1. The product is [CH2:4]([C:6]1[C:14]2[C:9](=[CH:10][C:11]([C:15](=[O:16])[CH3:1])=[CH:12][CH:13]=2)[N:8]([CH2:21][O:22][CH2:23][CH2:24][Si:25]([CH3:26])([CH3:27])[CH3:28])[N:7]=1)[CH3:5]. The yield is 1.00.